From a dataset of Catalyst prediction with 721,799 reactions and 888 catalyst types from USPTO. Predict which catalyst facilitates the given reaction. (1) Reactant: [NH:1]1[CH:5]=[C:4]([C:6]([OH:8])=O)[N:3]=[CH:2]1.O.ON1C2C=CC=CC=2N=N1.[CH2:20]1[C:28]2[C:23](=[CH:24][CH:25]=[CH:26][CH:27]=2)[CH2:22][CH:21]1[NH:29][C:30]1[N:31]=[CH:32][C:33]2[CH2:39][NH:38][CH2:37][CH2:36][C:34]=2[N:35]=1.C(N(CC)CC)C.Cl.CN(C)CCCN=C=NCC. Product: [NH:1]1[CH:5]=[C:4]([C:6]([N:38]2[CH2:37][CH2:36][C:34]3[N:35]=[C:30]([NH:29][CH:21]4[CH2:20][C:28]5[C:23](=[CH:24][CH:25]=[CH:26][CH:27]=5)[CH2:22]4)[N:31]=[CH:32][C:33]=3[CH2:39]2)=[O:8])[N:3]=[CH:2]1. The catalyst class is: 9. (2) Reactant: [H-].[Al+3].[Li+].[H-].[H-].[H-].[Cl:7][C:8]1[CH:9]=[C:10]2[C:15](=[CH:16][CH:17]=1)[CH:14]=[C:13]([C:18](O)=[O:19])[C:12]([CH3:21])=[C:11]2[OH:22].Cl. Product: [Cl:7][C:8]1[CH:9]=[C:10]2[C:15]([CH:14]=[C:13]([CH2:18][OH:19])[C:12]([CH3:21])=[C:11]2[OH:22])=[CH:16][CH:17]=1. The catalyst class is: 7. (3) Reactant: [CH3:1][C:2]1[CH:7]=[C:6]([N+:8]([O-:10])=[O:9])[C:5]([O:11][CH3:12])=[CH:4][C:3]=1[N:13]1[CH2:18][CH2:17][N:16](C(OC(C)(C)C)=O)[CH2:15][CH2:14]1.FC(F)(F)C(O)=O.C[O-].[Na+]. Product: [CH3:1][C:2]1[CH:7]=[C:6]([N+:8]([O-:10])=[O:9])[C:5]([O:11][CH3:12])=[CH:4][C:3]=1[N:13]1[CH2:18][CH2:17][NH:16][CH2:15][CH2:14]1. The catalyst class is: 98. (4) Reactant: [Cl:1][C:2]1[CH:7]=[CH:6][C:5]([C:8]([CH3:13])([CH3:12])[C:9](O)=[O:10])=[CH:4][CH:3]=1.S(Cl)([Cl:16])=O. Product: [Cl:1][C:2]1[CH:7]=[CH:6][C:5]([C:8]([CH3:13])([CH3:12])[C:9]([Cl:16])=[O:10])=[CH:4][CH:3]=1. The catalyst class is: 11. (5) Reactant: C(C(Cl)=O)COCC(COCCC(Cl)=O)(COCCC(Cl)=O)COCCC(Cl)=O.O1CCCC1.N[C:36]1[CH:37]=[C:38]([C:46]([O:48][CH3:49])=[O:47])[CH:39]=[C:40]([CH:45]=1)[C:41]([O:43][CH3:44])=[O:42].C(N(CC)CC)C. Product: [C:41]([O:43][CH3:44])(=[O:42])[C:40]1[CH:45]=[CH:36][CH:37]=[C:38]([C:46]([O:48][CH3:49])=[O:47])[CH:39]=1.[C:41]([O:43][CH3:44])(=[O:42])[C:40]1[CH:45]=[CH:36][CH:37]=[C:38]([C:46]([O:48][CH3:49])=[O:47])[CH:39]=1. The catalyst class is: 3. (6) The catalyst class is: 6. Reactant: [Br:1][C:2]1[CH:8]=[CH:7][C:5]([NH2:6])=[C:4](I)[CH:3]=1.C(=O)(O)[O-].[Na+].[C:15]([O:19][CH2:20][CH3:21])(=[O:18])[CH:16]=[CH2:17].CN(C=O)C. Product: [NH2:6][C:5]1[CH:7]=[CH:8][C:2]([Br:1])=[CH:3][C:4]=1/[CH:17]=[CH:16]/[C:15]([O:19][CH2:20][CH3:21])=[O:18]. (7) Reactant: COCCOC.Cl[C:8]1[S:12][N:11]=[C:10]([S:13][CH3:14])[N:9]=1.[Cl:15][C:16]1[CH:21]=[CH:20][CH:19]=[CH:18][C:17]=1B(O)O.C(=O)([O-])[O-].[Na+].[Na+]. Product: [CH3:14][S:13][C:10]1[N:9]=[C:8]([C:18]2[CH:19]=[CH:20][CH:21]=[C:16]([Cl:15])[CH:17]=2)[S:12][N:11]=1. The catalyst class is: 6. (8) Reactant: [O:1]1[C:5]2[CH:6]=[CH:7][C:8]([CH2:10][C:11]([N:13]3[CH2:18][CH2:17][CH2:16][CH:15]([OH:19])[CH2:14]3)=O)=[CH:9][C:4]=2[O:3][CH2:2]1.[H-].[Al+3].[Li+].[H-].[H-].[H-]. Product: [O:1]1[C:5]2[CH:6]=[CH:7][C:8]([CH2:10][CH2:11][N:13]3[CH2:18][CH2:17][CH2:16][CH:15]([OH:19])[CH2:14]3)=[CH:9][C:4]=2[O:3][CH2:2]1. The catalyst class is: 7. (9) Reactant: [Cl:1][C:2]1[CH:7]=[CH:6][C:5]([CH:8]2[CH2:13][C:12](=[O:14])[N:11]([CH3:15])[C:10]([CH3:16])=[C:9]2[C:17]([OH:19])=O)=[C:4]([F:20])[CH:3]=1.[NH2:21][C:22]1[CH:23]=[C:24]2[C:28](=[CH:29][C:30]=1[F:31])[NH:27][N:26]=[CH:25]2.C(Cl)CCl.CCN(CC)CC. Product: [Cl:1][C:2]1[CH:7]=[CH:6][C:5]([CH:8]2[CH2:13][C:12](=[O:14])[N:11]([CH3:15])[C:10]([CH3:16])=[C:9]2[C:17]([NH:21][C:22]2[CH:23]=[C:24]3[C:28](=[CH:29][C:30]=2[F:31])[NH:27][N:26]=[CH:25]3)=[O:19])=[C:4]([F:20])[CH:3]=1. The catalyst class is: 861.